Dataset: Peptide-MHC class II binding affinity with 134,281 pairs from IEDB. Task: Regression. Given a peptide amino acid sequence and an MHC pseudo amino acid sequence, predict their binding affinity value. This is MHC class II binding data. The peptide sequence is IPFVHLGHRDALEDD. The MHC is DRB1_1602 with pseudo-sequence DRB1_1602. The binding affinity (normalized) is 0.418.